From a dataset of CYP2C19 inhibition data for predicting drug metabolism from PubChem BioAssay. Regression/Classification. Given a drug SMILES string, predict its absorption, distribution, metabolism, or excretion properties. Task type varies by dataset: regression for continuous measurements (e.g., permeability, clearance, half-life) or binary classification for categorical outcomes (e.g., BBB penetration, CYP inhibition). Dataset: cyp2c19_veith. (1) The molecule is CO[C@H]1C=CO[C@]2(C)Oc3c(C)c(O)c4c(O)c(c5c(c4c3C2=O)NC2(CCN(CC(C)C)CC2)N=5)=NC(=O)C(C)=CC=C[C@@H](C)[C@@H](O)[C@@H](C)[C@@H](O)[C@@H](C)[C@@H](OC(C)=O)[C@@H]1C. The result is 0 (non-inhibitor). (2) The compound is CCCCCCCC/C=C\CCCCCCCC(=O)NCc1ccc(O)c(OC)c1. The result is 0 (non-inhibitor).